From a dataset of Forward reaction prediction with 1.9M reactions from USPTO patents (1976-2016). Predict the product of the given reaction. (1) Given the reactants [C:1]([C:4]1[CH:9]=[CH:8][CH:7]=[CH:6][N:5]=1)(=O)[CH3:2].[CH:10]1([NH2:13])[CH2:12][CH2:11]1.O1CCCC1.C([BH3-])#N, predict the reaction product. The product is: [CH:10]1([NH:13][CH:1]([C:4]2[CH:9]=[CH:8][CH:7]=[CH:6][N:5]=2)[CH3:2])[CH2:12][CH2:11]1. (2) Given the reactants [CH3:1][N:2]([CH3:31])[C:3]1[N:12]=[C:11]([NH:13][CH2:14][C:15]2[CH:20]=[CH:19][C:18]([NH:21][C:22]([CH:24]3[CH2:29][CH2:28][NH:27][CH2:26][CH2:25]3)=[O:23])=[CH:17][CH:16]=2)[C:10]2[C:5](=[CH:6][C:7]([CH3:30])=[CH:8][CH:9]=2)[N:4]=1.[F:32][C:33]1[CH:34]=[C:35]([CH:38]=[CH:39][CH:40]=1)[CH:36]=O.Cl, predict the reaction product. The product is: [CH3:1][N:2]([CH3:31])[C:3]1[N:12]=[C:11]([NH:13][CH2:14][C:15]2[CH:16]=[CH:17][C:18]([NH:21][C:22]([CH:24]3[CH2:29][CH2:28][N:27]([CH2:36][C:35]4[CH:38]=[CH:39][CH:40]=[C:33]([F:32])[CH:34]=4)[CH2:26][CH2:25]3)=[O:23])=[CH:19][CH:20]=2)[C:10]2[C:5](=[CH:6][C:7]([CH3:30])=[CH:8][CH:9]=2)[N:4]=1. (3) The product is: [Cl:8][C:6]1[CH:7]=[C:2]([C:13]2[CH:12]=[C:11]([Cl:10])[CH:16]=[CH:15][C:14]=2[CH3:20])[N:3]=[C:4]([NH2:9])[N:5]=1. Given the reactants Cl[C:2]1[CH:7]=[C:6]([Cl:8])[N:5]=[C:4]([NH2:9])[N:3]=1.[Cl:10][C:11]1[CH:12]=[CH:13][C:14]([CH3:20])=[C:15](B(O)O)[CH:16]=1.C(=O)([O-])[O-].[K+].[K+], predict the reaction product. (4) Given the reactants [S:1]1[CH:5]=[CH:4][CH:3]=[CH:2]1.[Ar].[Li]CCCC.Br[CH2:13][CH2:14][CH2:15][CH2:16][CH2:17][CH2:18][CH2:19][CH2:20][CH2:21][CH2:22][CH2:23][CH3:24], predict the reaction product. The product is: [CH2:24]([C:2]1[S:1][CH:5]=[CH:4][CH:3]=1)[CH2:23][CH2:22][CH2:21][CH2:20][CH2:19][CH2:18][CH2:17][CH2:16][CH2:15][CH2:14][CH3:13].